Task: Predict the reactants needed to synthesize the given product.. Dataset: Full USPTO retrosynthesis dataset with 1.9M reactions from patents (1976-2016) (1) Given the product [C:26]([O:25][C:23](=[O:24])[NH:22][CH2:21][C@@H:12]1[CH2:13][C@@H:14]([O:16][C:17]([CH3:20])([CH3:19])[CH3:18])[CH2:15][NH:11]1)([CH3:28])([CH3:29])[CH3:27], predict the reactants needed to synthesize it. The reactants are: C(OC([N:11]1[CH2:15][C@H:14]([O:16][C:17]([CH3:20])([CH3:19])[CH3:18])[CH2:13][C@H:12]1[CH2:21][NH:22][C:23]([O:25][C:26]([CH3:29])([CH3:28])[CH3:27])=[O:24])=O)C1C=CC=CC=1. (2) Given the product [Cl:24][C:23]1[CH:22]=[CH:21][CH:20]=[CH:19][C:18]=1[C:11]1([NH:10][CH3:9])[CH2:12][CH2:13][CH2:14][CH2:15][C:16]1=[N:1][OH:2], predict the reactants needed to synthesize it. The reactants are: [NH2:1][OH:2].Cl.CC(O[Na])=O.[CH3:9][NH:10][C:11]1([C:18]2[CH:19]=[CH:20][CH:21]=[CH:22][C:23]=2[Cl:24])[C:16](=O)[CH2:15][CH2:14][CH2:13][CH2:12]1. (3) The reactants are: [CH3:1][O:2][C:3]1[CH:4]=[C:5]([SH:9])[CH:6]=[CH:7][CH:8]=1.[OH-].[Na+].[CH3:12][C:13](=[CH:15][CH2:16]Br)[CH3:14]. Given the product [CH3:1][O:2][C:3]1[CH:8]=[CH:7][CH:6]=[C:5]([S:9][CH2:16][CH:15]=[C:13]([CH3:14])[CH3:12])[CH:4]=1, predict the reactants needed to synthesize it. (4) Given the product [CH3:1][CH:2]1[N:7]([C:8]2[C:9]([C:22]3[CH:27]=[CH:26][CH:25]=[CH:24][CH:23]=3)=[N:10][C:11]3[C:16]([N:17]=2)=[CH:15][C:14]([C:18]([OH:20])=[O:19])=[CH:13][CH:12]=3)[CH2:6][CH2:5][O:4][CH2:3]1, predict the reactants needed to synthesize it. The reactants are: [CH3:1][CH:2]1[N:7]([C:8]2[C:9]([C:22]3[CH:27]=[CH:26][CH:25]=[CH:24][CH:23]=3)=[N:10][C:11]3[C:16]([N:17]=2)=[CH:15][C:14]([C:18]([O:20]C)=[O:19])=[CH:13][CH:12]=3)[CH2:6][CH2:5][O:4][CH2:3]1.[OH-].[Na+]. (5) Given the product [C:1]1([C:7]2([CH3:18])[C:12](=[O:13])[N:11]([CH2:14][CH3:15])[C:10](=[O:16])[N:9]([CH2:20][C:21]([C:23]3[CH:28]=[CH:27][CH:26]=[C:25]([F:29])[CH:24]=3)=[O:22])[C:8]2=[O:17])[CH2:6][CH2:5][CH2:4][CH2:3][CH:2]=1, predict the reactants needed to synthesize it. The reactants are: [C:1]1([C:7]2([CH3:18])[C:12](=[O:13])[N:11]([CH2:14][CH3:15])[C:10](=[O:16])[NH:9][C:8]2=[O:17])[CH2:6][CH2:5][CH2:4][CH2:3][CH:2]=1.Br[CH2:20][C:21]([C:23]1[CH:28]=[CH:27][CH:26]=[C:25]([F:29])[CH:24]=1)=[O:22]. (6) Given the product [Cl:19][C:20]1[CH:21]=[CH:22][C:23]([N:14]2[CH2:15][CH2:16][CH2:17][C@:10]3([C:9](=[O:18])[N:8]([CH:5]4[CH2:6][CH2:7][O:2][CH2:3][CH2:4]4)[CH2:12][CH2:11]3)[CH2:13]2)=[N:24][CH:25]=1, predict the reactants needed to synthesize it. The reactants are: Cl.[O:2]1[CH2:7][CH2:6][CH:5]([N:8]2[CH2:12][CH2:11][C@@:10]3([CH2:17][CH2:16][CH2:15][NH:14][CH2:13]3)[C:9]2=[O:18])[CH2:4][CH2:3]1.[Cl:19][C:20]1[CH:21]=[CH:22][C:23](F)=[N:24][CH:25]=1.C(=O)([O-])[O-].[K+].[K+].CN(C)C=O.